This data is from Catalyst prediction with 721,799 reactions and 888 catalyst types from USPTO. The task is: Predict which catalyst facilitates the given reaction. (1) Reactant: [NH:1]1[CH2:6][CH2:5][O:4][CH2:3][CH2:2]1.[Br:7][C:8]1[CH:9]=[C:10]([S:14](Cl)(=[O:16])=[O:15])[CH:11]=[CH:12][CH:13]=1. Product: [Br:7][C:8]1[CH:9]=[C:10]([S:14]([N:1]2[CH2:6][CH2:5][O:4][CH2:3][CH2:2]2)(=[O:16])=[O:15])[CH:11]=[CH:12][CH:13]=1. The catalyst class is: 1. (2) Reactant: [CH:1]1([NH:7][C:8]2[C:9]3[CH:20]=[CH:19][NH:18][C:10]=3[N:11]=[CH:12][C:13]=2[S:14]([CH3:17])(=[O:16])=[O:15])[CH2:6][CH2:5][CH2:4][CH2:3][CH2:2]1.[H-].[Na+].Cl[CH2:24][O:25][CH2:26][CH2:27][Si:28]([CH3:31])([CH3:30])[CH3:29].[Cl-].[Na+]. Product: [CH:1]1([NH:7][C:8]2[C:9]3[CH:20]=[CH:19][N:18]([CH2:24][O:25][CH2:26][CH2:27][Si:28]([CH3:31])([CH3:30])[CH3:29])[C:10]=3[N:11]=[CH:12][C:13]=2[S:14]([CH3:17])(=[O:16])=[O:15])[CH2:2][CH2:3][CH2:4][CH2:5][CH2:6]1. The catalyst class is: 9. (3) Reactant: [F:1][C:2]1[N:6]([CH3:7])[N:5]=[C:4]([CH3:8])[C:3]=1[C:9](Cl)=[O:10].[CH3:12][Si:13]([CH3:31])([C:25]1[CH:30]=[CH:29][CH:28]=[CH:27][CH:26]=1)[C:14]1[CH:24]=[CH:23][CH:22]=[CH:21][C:15]=1[CH2:16][NH:17][CH:18]1[CH2:20][CH2:19]1.C(N(CC)CC)C. Product: [CH:18]1([N:17]([CH2:16][C:15]2[CH:21]=[CH:22][CH:23]=[CH:24][C:14]=2[Si:13]([CH3:31])([CH3:12])[C:25]2[CH:30]=[CH:29][CH:28]=[CH:27][CH:26]=2)[C:9]([C:3]2[C:4]([CH3:8])=[N:5][N:6]([CH3:7])[C:2]=2[F:1])=[O:10])[CH2:20][CH2:19]1. The catalyst class is: 7.